From a dataset of Peptide-MHC class I binding affinity with 185,985 pairs from IEDB/IMGT. Regression. Given a peptide amino acid sequence and an MHC pseudo amino acid sequence, predict their binding affinity value. This is MHC class I binding data. The binding affinity (normalized) is 0.0847. The MHC is HLA-A11:01 with pseudo-sequence HLA-A11:01. The peptide sequence is IFRRDQIWF.